The task is: Binary Classification. Given a miRNA mature sequence and a target amino acid sequence, predict their likelihood of interaction.. This data is from Experimentally validated miRNA-target interactions with 360,000+ pairs, plus equal number of negative samples. (1) The miRNA is mmu-miR-590-3p with sequence UAAUUUUAUGUAUAAGCUAGU. Result: 0 (no interaction). The protein sequence of the target gene is MGQDYYSVLGITRNSEDAQIKQAYRRLALKHHPLKSNEPSSAEIFRQIAEAYDVLSDPMKRGIYDKFGEEGLKGGIPLEFGSQTPWTTGYVFHGKPEKVFHEFFGGNNPFSEFFDAEGSEVDLNFGGLQGRGVKKQDPQVERDLYLSLEDLFFGCTKKIKISRRVLNEDGYSSTIKDKILTIDVKPGWRQGTRITFEKEGDQGPNIIPADIIFIVKEKLHPRFRRENDNLFFVNPIPLGKALTCCTVEVRTLDDRLLNIPINDIIHPKYFKKVPGEGMPLPEDPTKKGDLFIFFDIQFPT.... (2) The miRNA is hsa-miR-6720-5p with sequence UUCCAGCCCUGGUAGGCGCCGCG. The protein sequence of the target gene is MAAFRDIEEVSQGLLSLLGANRAEAQQRRLLGRHEQVVERLLETQDGAEKQLREILTMEKEVAQSLLNAKEQVHQGGVELQQLEAGLQEAGEEDTRLKASLLYLTRELEELKEIEADLERQEKEVDEDTTVTIPSAVYVAQLYHQVSKIEWDYECEPGMVKGIHHGPSVAQPIHLDSTQLSRKFISDYLWSLVDTEW. Result: 1 (interaction). (3) The miRNA is hsa-miR-19b-1-5p with sequence AGUUUUGCAGGUUUGCAUCCAGC. The protein sequence of the target gene is METLQMKEAALVYLDRSGGLQKFIDDCKSYNDSKQSYAVYRFSILIDPCDVVELDADLGNHILHHPLKAARVFQSVCFVAVKTLSLIGQLQTETQINIVLKLTHLPALPSYTLDLCEFPLNYASQRFYMMQGIVIAMTTITKYTQGARFLCSDGVCPLSKGFQYVRVHVPGATESATVRNDFLCSLCSSSLQEDRKFRVLGDKQIVEIITTKMFHAFQGDSKNQPFRFQSLGIFLRDELVNKMKIGNEYKIIGIPVCVKTSQTALCVEANNITPHTAKVPLGISDNFRRLLSLTSSSCWK.... Result: 0 (no interaction). (4) The miRNA is mmu-let-7d-5p with sequence AGAGGUAGUAGGUUGCAUAGUU. The protein sequence of the target gene is MMRNRSKSPRRPSPTSRAANCDVELLKSTARDREELKCMLEKYERHLAEIQGNVKVLTSERDKTFLLYEQAQEEIARLRREMMKSCKSPKSTTAHAILRRVETERDVAFTDLRRMTTERDSLRERLKIAQETAFNEKAHLEQRIEELECTVHNLDDERMEQMANMTLMKETITTVEKEMKSLARKAMDTESELGRQKAENNSLRLLYENTEKDLSDTQRHLAKKKYELQLTQEKIMCLDEKIDNFTRQNIAQREEISILGATLNDLAKEKECLQACLDKKSENIASLGESLAMKEKTISG.... Result: 0 (no interaction).